From a dataset of Full USPTO retrosynthesis dataset with 1.9M reactions from patents (1976-2016). Predict the reactants needed to synthesize the given product. (1) Given the product [Cl:28][C:27]1[C:22]([CH2:21][N:20]2[C:6]3[CH:7]=[C:8]([O:9][CH2:10][CH2:11][CH2:12][C:13]([O:15][CH2:16][CH3:17])=[O:14])[CH:18]=[CH:19][C:5]=3[N:4]=[C:1]2[CH3:2])=[N:23][CH:24]=[C:25]([C:29]([F:32])([F:30])[F:31])[CH:26]=1, predict the reactants needed to synthesize it. The reactants are: [C:1]([NH:4][C:5]1[CH:19]=[CH:18][C:8]([O:9][CH2:10][CH2:11][CH2:12][C:13]([O:15][CH2:16][CH3:17])=[O:14])=[CH:7][C:6]=1[NH:20][CH2:21][C:22]1[C:27]([Cl:28])=[CH:26][C:25]([C:29]([F:32])([F:31])[F:30])=[CH:24][N:23]=1)(=O)[CH3:2].OS(O)(=O)=O.[OH-].[Na+]. (2) Given the product [CH2:1]([N:8]1[CH2:13][CH2:12][N:11]([C:14]([O:16][C:17]([CH3:20])([CH3:19])[CH3:18])=[O:15])[C@H:10]([CH:21]([C:32]2[CH:33]=[CH:34][CH:35]=[C:30]([Cl:29])[N:31]=2)[C:22]2[CH:27]=[CH:26][CH:25]=[CH:24][CH:23]=2)[CH2:9]1)[C:2]1[CH:7]=[CH:6][CH:5]=[CH:4][CH:3]=1, predict the reactants needed to synthesize it. The reactants are: [CH2:1]([N:8]1[CH2:13][CH2:12][N:11]([C:14]([O:16][C:17]([CH3:20])([CH3:19])[CH3:18])=[O:15])[C@H:10]([CH2:21][C:22]2[CH:27]=[CH:26][CH:25]=[CH:24][C:23]=2Br)[CH2:9]1)[C:2]1[CH:7]=[CH:6][CH:5]=[CH:4][CH:3]=1.[Cl:29][C:30]1[CH:35]=[CH:34][CH:33]=[C:32]([Sn](CCCC)(CCCC)CCCC)[N:31]=1. (3) Given the product [C:22]([CH:24]([CH2:20][OH:21])[C:25]([O:27][CH2:28][CH3:29])=[O:26])#[N:23], predict the reactants needed to synthesize it. The reactants are: C1(P(C2C=CC=CC=2)C2C=CC=CC=2)C=CC=CC=1.[CH2:20]=[O:21].[C:22]([CH2:24][C:25]([O:27][CH2:28][CH3:29])=[O:26])#[N:23].